This data is from Full USPTO retrosynthesis dataset with 1.9M reactions from patents (1976-2016). The task is: Predict the reactants needed to synthesize the given product. (1) Given the product [CH2:13]([Si:15]([CH2:18][CH3:19])([CH2:16][CH3:17])[O:33][CH:26]([O:25][Si:22]([CH3:24])([CH3:23])[CH3:21])[CH2:27][O:28][Si:29]([CH3:30])([CH3:32])[CH3:31])[CH3:14], predict the reactants needed to synthesize it. The reactants are: C(NC(C)C)(C)C.C([Li])CCC.[CH2:13]([Si:15](Cl)([CH2:18][CH3:19])[CH2:16][CH3:17])[CH3:14].[CH3:21][Si:22]([O:25][C:26](=[O:33])[CH2:27][O:28][Si:29]([CH3:32])([CH3:31])[CH3:30])([CH3:24])[CH3:23]. (2) Given the product [OH:1][CH:2]1[C:6]2([CH2:7][CH2:8][N:9]([C:12]([O:14][C:15]([CH3:16])([CH3:18])[CH3:17])=[O:13])[CH2:10][CH2:11]2)[C:5](=[O:19])[N:4]([C:22]2[CH2:26][O:25][C:24](=[O:27])[CH:23]=2)[CH:3]1[CH3:20], predict the reactants needed to synthesize it. The reactants are: [OH:1][CH:2]1[C:6]2([CH2:11][CH2:10][N:9]([C:12]([O:14][C:15]([CH3:18])([CH3:17])[CH3:16])=[O:13])[CH2:8][CH2:7]2)[C:5](=[O:19])[NH:4][CH:3]1[CH3:20].Br[C:22]1[CH2:26][O:25][C:24](=[O:27])[CH:23]=1.CC1(C)C2C(=C(P(C3C=CC=CC=3)C3C=CC=CC=3)C=CC=2)OC2C(P(C3C=CC=CC=3)C3C=CC=CC=3)=CC=CC1=2.C([O-])([O-])=O.[K+].[K+].N#N.O.